Dataset: Peptide-MHC class I binding affinity with 185,985 pairs from IEDB/IMGT. Task: Regression. Given a peptide amino acid sequence and an MHC pseudo amino acid sequence, predict their binding affinity value. This is MHC class I binding data. (1) The peptide sequence is YSEGYIAL. The MHC is H-2-Kb with pseudo-sequence H-2-Kb. The binding affinity (normalized) is 0.601. (2) The peptide sequence is MSTPMTEYI. The MHC is Mamu-B17 with pseudo-sequence Mamu-B17. The binding affinity (normalized) is 0.540. (3) The peptide sequence is FLRFGDFKL. The MHC is HLA-A02:11 with pseudo-sequence HLA-A02:11. The binding affinity (normalized) is 0.571. (4) The peptide sequence is SFYVYANGGR. The MHC is HLA-A11:01 with pseudo-sequence HLA-A11:01. The binding affinity (normalized) is 0.347.